This data is from Full USPTO retrosynthesis dataset with 1.9M reactions from patents (1976-2016). The task is: Predict the reactants needed to synthesize the given product. The reactants are: [CH2:1]([NH:6][C:7]1[CH:12]=[CH:11][C:10]([C:13]2[O:14][C:15]3[CH:21]=[CH:20][CH:19]=[CH:18][C:16]=3[N:17]=2)=[CH:9][C:8]=1[N+:22]([O-])=O)[C:2]([CH3:5])([CH3:4])[CH3:3].[H][H]. Given the product [CH2:1]([NH:6][C:7]1[CH:12]=[CH:11][C:10]([C:13]2[O:14][C:15]3[CH:21]=[CH:20][CH:19]=[CH:18][C:16]=3[N:17]=2)=[CH:9][C:8]=1[NH2:22])[C:2]([CH3:5])([CH3:4])[CH3:3], predict the reactants needed to synthesize it.